The task is: Predict the reaction yield, written as a fraction of the theoretical maximum amount of product (1.0 means a 100% yield; for example, 0.34 means a 34% yield).. This data is from Reaction yield outcomes from USPTO patents with 853,638 reactions. (1) The reactants are C([O-])([O-])=O.[Cs+].[Cs+].OC1C=CC=C2C=1N=CC=C2.[CH3:18][C:19]1[C:20](=[O:26])[NH:21][CH:22]=[C:23]([CH3:25])[CH:24]=1.Br[C:28]1[S:32][C:31]([C:33]2[CH:38]=[CH:37][C:36]([O:39][CH2:40][CH3:41])=[CH:35][CH:34]=2)=[N:30][CH:29]=1. The catalyst is CS(C)=O.[Cu]I. The product is [CH2:40]([O:39][C:36]1[CH:35]=[CH:34][C:33]([C:31]2[S:32][C:28]([N:21]3[CH:22]=[C:23]([CH3:25])[CH:24]=[C:19]([CH3:18])[C:20]3=[O:26])=[CH:29][N:30]=2)=[CH:38][CH:37]=1)[CH3:41]. The yield is 0.260. (2) The reactants are Cl[C:2]1[N:3]=[C:4]([O:29][CH:30]2[CH2:34][CH2:33][CH2:32][CH2:31]2)[C:5]2[C:10]([C:11]3[CH:20]=[CH:19][C:14]4[N:15]=[C:16]([CH3:18])[O:17][C:13]=4[CH:12]=3)=[CH:9][N:8]([CH2:21][O:22][CH2:23][CH2:24][Si:25]([CH3:28])([CH3:27])[CH3:26])[C:6]=2[N:7]=1.[NH2:35][C:36]1[CH:47]=[CH:46][C:39]([C:40]([NH:42][CH2:43][CH2:44][OH:45])=[O:41])=[CH:38][C:37]=1[O:48][CH3:49].C(=O)([O-])[O-].[Cs+].[Cs+].C1(P(C2C=CC=CC=2)C2C=CC3C(=CC=CC=3)C=2C2C3C(=CC=CC=3)C=CC=2P(C2C=CC=CC=2)C2C=CC=CC=2)C=CC=CC=1. The catalyst is O1CCOCC1.C([O-])(=O)C.[Pd+2].C([O-])(=O)C. The product is [CH:30]1([O:29][C:4]2[C:5]3[C:10]([C:11]4[CH:20]=[CH:19][C:14]5[N:15]=[C:16]([CH3:18])[O:17][C:13]=5[CH:12]=4)=[CH:9][N:8]([CH2:21][O:22][CH2:23][CH2:24][Si:25]([CH3:28])([CH3:27])[CH3:26])[C:6]=3[N:7]=[C:2]([NH:35][C:36]3[CH:47]=[CH:46][C:39]([C:40]([NH:42][CH2:43][CH2:44][OH:45])=[O:41])=[CH:38][C:37]=3[O:48][CH3:49])[N:3]=2)[CH2:34][CH2:33][CH2:32][CH2:31]1. The yield is 0.300. (3) The reactants are [OH:1][CH2:2][CH:3]([CH2:6][OH:7])[CH2:4][OH:5].[CH3:8][C:9]([CH3:11])=O.Cl(O)(=O)(=O)=O.N. No catalyst specified. The product is [CH3:8][C:9]1([CH3:11])[O:5][CH2:4][CH:3]([CH2:6][OH:7])[CH2:2][O:1]1. The yield is 0.858. (4) The reactants are FC(F)(F)S(O[C:7]1[CH:12]=[C:11]([CH3:13])[C:10]([CH2:14][C:15]2[CH:20]=[CH:19][C:18]([O:21][CH2:22][O:23][CH3:24])=[C:17]([CH2:25][C:26]3[CH:31]=[CH:30][CH:29]=[CH:28][CH:27]=3)[CH:16]=2)=[C:9]([CH3:32])[CH:8]=1)(=O)=O.[CH3:35][OH:36].C1(P(C(P(C2C=CC=CC=2)C2C=CC=CC=2)(C)C)C2C=CC=CC=2)C=CC=CC=1.Cl.CN([CH:70]=[O:71])C. The catalyst is CC([O-])=O.CC([O-])=O.[Pd+2]. The product is [CH2:25]([C:17]1[CH:16]=[C:15]([CH:20]=[CH:19][C:18]=1[O:21][CH2:22][O:23][CH3:24])[CH2:14][C:10]1[C:9]([CH3:32])=[CH:8][C:7]([C:35]([O:71][CH3:70])=[O:36])=[CH:12][C:11]=1[CH3:13])[C:26]1[CH:31]=[CH:30][CH:29]=[CH:28][CH:27]=1. The yield is 0.880. (5) The reactants are [CH2:1]([N:5]1[CH:10]=[CH:9][C:8]([CH2:11]N(C)C)=[C:7]([OH:15])[C:6]1=[S:16])[CH2:2][CH2:3][CH3:4].IC. The catalyst is C(Cl)Cl. The product is [CH2:1]([N:5]1[CH:10]=[CH:9][C:8]([CH3:11])=[C:7]([OH:15])[C:6]1=[S:16])[CH2:2][CH2:3][CH3:4]. The yield is 0.700. (6) The reactants are [CH:1]1([OH:6])[CH2:5][CH:4]=[CH:3][CH2:2]1.[H-].[Na+].[CH2:9](Br)[C:10]1[CH:15]=[CH:14][CH:13]=[CH:12][CH:11]=1. The catalyst is C1COCC1. The product is [CH:1]1([O:6][CH2:9][C:10]2[CH:15]=[CH:14][CH:13]=[CH:12][CH:11]=2)[CH2:5][CH:4]=[CH:3][CH2:2]1. The yield is 0.720. (7) The reactants are [F:1][C:2]1[CH:3]=[N:4][CH:5]=[C:6]([OH:8])[CH:7]=1.[H-].[Na+].Br[CH2:12][C:13]1[CH:22]=[CH:21][C:20]([Cl:23])=[CH:19][C:14]=1[C:15]([O:17][CH3:18])=[O:16]. The catalyst is CN(C)C=O. The product is [Cl:23][C:20]1[CH:21]=[CH:22][C:13]([CH2:12][O:8][C:6]2[CH:5]=[N:4][CH:3]=[C:2]([F:1])[CH:7]=2)=[C:14]([CH:19]=1)[C:15]([O:17][CH3:18])=[O:16]. The yield is 0.530.